This data is from Reaction yield outcomes from USPTO patents with 853,638 reactions. The task is: Predict the reaction yield, written as a fraction of the theoretical maximum amount of product (1.0 means a 100% yield; for example, 0.34 means a 34% yield). (1) The reactants are [CH3:1][C:2]([CH3:36])([CH3:35])[CH2:3][CH2:4][C:5]1([CH3:34])[C:14]2[C:9](=[CH:10][CH:11]=[CH:12][CH:13]=2)[C:8]([OH:15])=[C:7]([C:16]2[NH:21][C:20]3[CH:22]=[CH:23][C:24]([NH:26][S:27]([CH3:30])(=[O:29])=[O:28])=[CH:25][C:19]=3[S:18](=[O:32])(=[O:31])[N:17]=2)[C:6]1=[O:33].[OH-].[Na+:38]. The catalyst is O. The product is [CH3:1][C:2]([CH3:36])([CH3:35])[CH2:3][CH2:4][C:5]1([CH3:34])[C:14]2[C:9](=[CH:10][CH:11]=[CH:12][CH:13]=2)[C:8]([O-:15])=[C:7]([C:16]2[NH:21][C:20]3[CH:22]=[CH:23][C:24]([NH:26][S:27]([CH3:30])(=[O:29])=[O:28])=[CH:25][C:19]=3[S:18](=[O:32])(=[O:31])[N:17]=2)[C:6]1=[O:33].[Na+:38]. The yield is 0.740. (2) The reactants are [CH2:1]([S:8][C:9]1[N:18]=[CH:17][C:16]2[CH2:15][CH2:14][CH:13]=[C:12]([O:19]CC)[C:11]=2[N:10]=1)[C:2]1[CH:7]=[CH:6][CH:5]=[CH:4][CH:3]=1. The catalyst is C(O)(=O)C.O. The product is [CH2:1]([S:8][C:9]1[N:18]=[CH:17][C:16]2[CH2:15][CH2:14][CH2:13][C:12](=[O:19])[C:11]=2[N:10]=1)[C:2]1[CH:3]=[CH:4][CH:5]=[CH:6][CH:7]=1. The yield is 0.740. (3) The reactants are [C:1]([O:4][C:5]1[CH:10]=[C:9]([C:11]2[CH:16]=[CH:15][CH:14]=[CH:13][CH:12]=2)[C:8]([OH:17])=[C:7]([C:18]2[CH:23]=[CH:22][CH:21]=[CH:20][CH:19]=2)[CH:6]=1)(=[O:3])[CH3:2].Br[CH2:25][C:26]([O:28][CH2:29][CH3:30])=[O:27].C(=O)([O-])[O-].[K+].[K+]. The catalyst is CC(=O)CC. The product is [C:1]([O:4][C:5]1[CH:6]=[C:7]([C:18]2[CH:23]=[CH:22][CH:21]=[CH:20][CH:19]=2)[C:8]([O:17][CH2:25][C:26]([O:28][CH2:29][CH3:30])=[O:27])=[C:9]([C:11]2[CH:16]=[CH:15][CH:14]=[CH:13][CH:12]=2)[CH:10]=1)(=[O:3])[CH3:2]. The yield is 0.920. (4) The product is [CH3:36][O:35][C:20]1[C:18]2[N:19]=[C:15]([NH:14][C:12](=[O:13])[C:11]3[CH:37]=[CH:38][C:8]([N:1]4[CH2:5][CH2:4][CH2:3][CH2:2]4)=[CH:9][C:10]=3[CH3:39])[S:16][C:17]=2[C:23]([C:24]2[N:25]=[C:26]([N:29]3[CH2:30][CH2:31][O:32][CH2:33][CH2:34]3)[S:27][CH:28]=2)=[CH:22][CH:21]=1. The reactants are [NH:1]1[CH2:5][CH2:4][CH2:3][CH2:2]1.ClC[C:8]1[CH:38]=[CH:37][C:11]([C:12]([NH:14][C:15]2[S:16][C:17]3[C:23]([C:24]4[N:25]=[C:26]([N:29]5[CH2:34][CH2:33][O:32][CH2:31][CH2:30]5)[S:27][CH:28]=4)=[CH:22][CH:21]=[C:20]([O:35][CH3:36])[C:18]=3[N:19]=2)=[O:13])=[CH:10][CH:9]=1.[CH2:39]1COCC1. The yield is 0.870. No catalyst specified. (5) The reactants are [CH:1]1([CH2:7][C@@H:8]([NH:24][CH3:25])[CH2:9][N:10]2[CH2:15][CH2:14][N:13]([C:16]3[CH:21]=[CH:20][CH:19]=[CH:18][C:17]=3[O:22][CH3:23])[CH2:12][CH2:11]2)[CH2:6][CH2:5][CH2:4][CH2:3][CH2:2]1.C(N(CC)CC)C.[CH:33]1([C:39](Cl)=[O:40])[CH2:38][CH2:37][CH2:36][CH2:35][CH2:34]1. The catalyst is ClCCl. The product is [CH:1]1([CH2:7][C@@H:8]([N:24]([CH3:25])[C:39]([CH:33]2[CH2:38][CH2:37][CH2:36][CH2:35][CH2:34]2)=[O:40])[CH2:9][N:10]2[CH2:15][CH2:14][N:13]([C:16]3[CH:21]=[CH:20][CH:19]=[CH:18][C:17]=3[O:22][CH3:23])[CH2:12][CH2:11]2)[CH2:2][CH2:3][CH2:4][CH2:5][CH2:6]1. The yield is 0.890. (6) The reactants are Cl.[CH3:2][C:3]1([CH3:9])[O:8][CH2:7][CH2:6][NH:5][CH2:4]1.C(=O)([O-])[O-].[K+].[K+].[NH2:16][C:17]1[CH:18]=[C:19]([Cl:42])[C:20]2[N:24]=[C:23]([CH:25]([F:27])[F:26])[N:22]([C:28]3[N:33]=[C:32](Cl)[N:31]=[C:30]([N:35]4[CH2:40][CH2:39][O:38][CH2:37][CH2:36]4)[N:29]=3)[C:21]=2[CH:41]=1.O. The catalyst is CN(C=O)C. The product is [NH2:16][C:17]1[CH:18]=[C:19]([Cl:42])[C:20]2[N:24]=[C:23]([CH:25]([F:26])[F:27])[N:22]([C:28]3[N:33]=[C:32]([N:5]4[CH2:6][CH2:7][O:8][C:3]([CH3:9])([CH3:2])[CH2:4]4)[N:31]=[C:30]([N:35]4[CH2:40][CH2:39][O:38][CH2:37][CH2:36]4)[N:29]=3)[C:21]=2[CH:41]=1. The yield is 0.730. (7) The reactants are Cl[C:2]1[C:7]([N+:8]([O-:10])=[O:9])=[CH:6][CH:5]=[C:4](OC)[N:3]=1.[F:13][C:14]([F:23])([F:22])[C:15]1[CH:16]=[C:17]([OH:21])[CH:18]=[CH:19][CH:20]=1.C(=O)([O-])[O-].[Cs+].[Cs+]. The catalyst is CN(C=O)C. The product is [N+:8]([C:7]1[C:2]([O:21][C:17]2[CH:18]=[CH:19][CH:20]=[C:15]([C:14]([F:13])([F:22])[F:23])[CH:16]=2)=[N:3][CH:4]=[CH:5][CH:6]=1)([O-:10])=[O:9]. The yield is 0.600. (8) The reactants are [CH2:1]([C:4]1[C:5]([O:15][CH2:16][C:17]2[CH:26]=[CH:25][C:24]3[C:19](=[CH:20][CH:21]=[CH:22][CH:23]=3)[N:18]=2)=[N:6][N:7]([CH2:9][C:10](OCC)=[O:11])[CH:8]=1)[CH2:2][CH3:3].[H-].C([Al+]CC(C)C)C(C)C.C(O)C.[Cl-].[NH4+]. The catalyst is O1CCCC1.C1(C)C=CC=CC=1. The product is [CH2:1]([C:4]1[C:5]([O:15][CH2:16][C:17]2[CH:26]=[CH:25][C:24]3[C:19](=[CH:20][CH:21]=[CH:22][CH:23]=3)[N:18]=2)=[N:6][N:7]([CH2:9][CH2:10][OH:11])[CH:8]=1)[CH2:2][CH3:3]. The yield is 0.880. (9) The reactants are [Cl:1][C:2]1[CH:7]=[CH:6][CH:5]=[CH:4][C:3]=1[N:8]1[CH:13]=[CH:12][C:11](=[O:14])[C:10]([C:15](=O)[CH:16]=[CH:17][N:18](C)C)=[N:9]1.[C:22]1([NH:28]N)[CH:27]=[CH:26][CH:25]=[CH:24][CH:23]=1. The catalyst is CO. The product is [Cl:1][C:2]1[CH:7]=[CH:6][CH:5]=[CH:4][C:3]=1[N:8]1[CH:13]=[CH:12][C:11](=[O:14])[C:10]([C:15]2[N:28]([C:22]3[CH:27]=[CH:26][CH:25]=[CH:24][CH:23]=3)[N:18]=[CH:17][CH:16]=2)=[N:9]1. The yield is 0.0800.